This data is from Full USPTO retrosynthesis dataset with 1.9M reactions from patents (1976-2016). The task is: Predict the reactants needed to synthesize the given product. (1) Given the product [Cl:4][C:5]1[CH:10]=[C:9]([Cl:11])[C:8]([N+:13]([O-:15])=[O:14])=[CH:7][C:6]=1[CH3:12], predict the reactants needed to synthesize it. The reactants are: CNC.[Cl:4][C:5]1[CH:10]=[C:9]([Cl:11])[CH:8]=[CH:7][C:6]=1[CH3:12].[N+:13]([O-])([O-:15])=[O:14].[Na+].S(=O)(=O)(O)O. (2) Given the product [Cl:1][CH2:2][C@@H:3]([OH:21])[CH2:4][C@@H:5]([OH:20])[CH2:6][C:7]([O:9][C:10]([CH3:18])([CH3:19])[CH2:11][C:12]1[CH:13]=[CH:14][CH:15]=[CH:16][CH:17]=1)=[O:8], predict the reactants needed to synthesize it. The reactants are: [Cl:1][CH2:2][CH:3]([OH:21])[CH2:4][C:5](=[O:20])[CH2:6][C:7]([O:9][C:10]([CH3:19])([CH3:18])[CH2:11][C:12]1[CH:17]=[CH:16][CH:15]=[CH:14][CH:13]=1)=[O:8].COB(CC)CC.[BH4-].[Na+].OO. (3) Given the product [NH2:42][C:39]1[CH:40]=[CH:41][C:36]([C:34]([C:32]2[CH:33]=[C:28]([Br:27])[CH:29]=[CH:30][C:31]=2[O:46][CH3:47])=[O:35])=[C:37]([Cl:45])[CH:38]=1, predict the reactants needed to synthesize it. The reactants are: NC1C=CC(C)=C(C(C2C=CC(NC3C=CC(F)=CC=3F)=CC=2Cl)=O)C=1.[Br:27][C:28]1[CH:29]=[CH:30][C:31]([O:46][CH3:47])=[C:32]([C:34]([C:36]2[CH:41]=[CH:40][C:39]([N+:42]([O-])=O)=[CH:38][C:37]=2[Cl:45])=[O:35])[CH:33]=1. (4) The reactants are: [I:1][C:2]1[CH:12]=[CH:11][C:5]([C:6]([O:8][CH2:9][CH3:10])=[O:7])=[CH:4][C:3]=1[N+:13]([O-])=O.[Sn](Cl)Cl. Given the product [NH2:13][C:3]1[CH:4]=[C:5]([CH:11]=[CH:12][C:2]=1[I:1])[C:6]([O:8][CH2:9][CH3:10])=[O:7], predict the reactants needed to synthesize it. (5) Given the product [CH3:1][C:2]1[CH:7]=[CH:6][C:5]([CH3:8])=[CH:4][C:3]=1[S:9][C:10]1[C:49]2[C:48](=[CH:47][CH:46]=[C:45]([CH:42]([CH3:44])[CH3:43])[CH:50]=2)[NH:51][C:11]=1[CH2:12][C:13]([CH3:19])([CH3:18])[C:14]([O:16][CH3:17])=[O:15], predict the reactants needed to synthesize it. The reactants are: [CH3:1][C:2]1[CH:7]=[CH:6][C:5]([CH3:8])=[CH:4][C:3]=1[S:9][CH2:10][C:11](=O)[CH2:12][C:13]([CH3:19])([CH3:18])[C:14]([O:16][CH3:17])=[O:15].BrCC(=O)CC(C)(C)C([O-])=O.CC1C=CC(C)=CC=1S.Cl.[CH:42]([C:45]1[CH:50]=[CH:49][C:48]([NH:51]N)=[CH:47][CH:46]=1)([CH3:44])[CH3:43]. (6) Given the product [Cl:1][CH:2]([Cl:17])[C:3]1[CH:4]=[C:5]([C:7]2[CH:12]=[CH:11][C:10]([O:13][CH3:14])=[C:9]([F:15])[CH:8]=2)[N:24]([C:23]2[CH:18]=[CH:19][C:20]([S:26]([NH2:29])(=[O:28])=[O:27])=[CH:21][CH:22]=2)[N:25]=1, predict the reactants needed to synthesize it. The reactants are: [Cl:1][CH:2]([Cl:17])[C:3](=O)[CH2:4][C:5]([C:7]1[CH:12]=[CH:11][C:10]([O:13][CH3:14])=[C:9]([F:15])[CH:8]=1)=O.[CH:18]1[C:23]([NH:24][NH2:25])=[CH:22][CH:21]=[C:20]([S:26]([NH2:29])(=[O:28])=[O:27])[CH:19]=1.Cl.O. (7) Given the product [CH3:32][O:31][C:28]1[CH:27]=[CH:26][C:25]([C:24]2[C:17]3[C:16]([NH:15][C:11]4[CH:10]=[C:9](/[CH:8]=[CH:7]/[C:6]([OH:39])=[O:5])[CH:14]=[CH:13][CH:12]=4)=[N:21][CH:20]=[N:19][C:18]=3[O:22][C:23]=2[C:33]2[CH:38]=[CH:37][CH:36]=[CH:35][CH:34]=2)=[CH:30][CH:29]=1, predict the reactants needed to synthesize it. The reactants are: [OH-].[Na+].C([O:5][C:6](=[O:39])/[CH:7]=[CH:8]/[C:9]1[CH:14]=[CH:13][CH:12]=[C:11]([NH:15][C:16]2[C:17]3[C:24]([C:25]4[CH:30]=[CH:29][C:28]([O:31][CH3:32])=[CH:27][CH:26]=4)=[C:23]([C:33]4[CH:38]=[CH:37][CH:36]=[CH:35][CH:34]=4)[O:22][C:18]=3[N:19]=[CH:20][N:21]=2)[CH:10]=1)C.Cl.